This data is from Forward reaction prediction with 1.9M reactions from USPTO patents (1976-2016). The task is: Predict the product of the given reaction. (1) The product is: [CH2:40]([C@H:24]([NH:23][C:12]([C:7]1[C:6]2[CH2:5][CH2:4][N:3]([CH:15]([CH2:19][CH2:20][CH3:21])[CH2:16][CH2:17][CH3:18])[C:2](=[O:1])[C:11]=2[CH:10]=[CH:9][CH:8]=1)=[O:14])[C@H:25]([OH:39])[CH2:26][NH:27][CH2:28][C:29]1[CH:34]=[CH:33][CH:32]=[C:31]([C:35]([F:36])([F:37])[F:38])[CH:30]=1)[C:41]1[CH:46]=[CH:45][CH:44]=[CH:43][CH:42]=1. Given the reactants [O:1]=[C:2]1[C:11]2[CH:10]=[CH:9][CH:8]=[C:7]([C:12]([OH:14])=O)[C:6]=2[CH2:5][CH2:4][N:3]1[CH:15]([CH2:19][CH2:20][CH3:21])[CH2:16][CH2:17][CH3:18].Cl.[NH2:23][C@@H:24]([CH2:40][C:41]1[CH:46]=[CH:45][CH:44]=[CH:43][CH:42]=1)[C@H:25]([OH:39])[CH2:26][NH:27][CH2:28][C:29]1[CH:34]=[CH:33][CH:32]=[C:31]([C:35]([F:38])([F:37])[F:36])[CH:30]=1.OC1C2N=NNC=2C=CC=1.Cl.CN(C)CCCN=C=NCC.C(N(CC)C(C)C)(C)C, predict the reaction product. (2) Given the reactants [Cl:1][C:2]1[N:3]=[C:4]2[NH:11][C@:10]([CH3:16])([C:12]([F:15])([F:14])[F:13])[CH2:9][N:5]2[C:6](=[O:8])[CH:7]=1.[CH2:17]([O:24][C:25]1[CH:30]=[CH:29][C:28]([CH2:31][CH2:32]Br)=[CH:27][CH:26]=1)[C:18]1[CH:23]=[CH:22][CH:21]=[CH:20][CH:19]=1.C(=O)([O-])[O-].[Cs+].[Cs+], predict the reaction product. The product is: [CH2:17]([O:24][C:25]1[CH:26]=[CH:27][C:28]([CH2:31][CH2:32][N:11]2[C:4]3=[N:3][C:2]([Cl:1])=[CH:7][C:6](=[O:8])[N:5]3[CH2:9][C@@:10]2([CH3:16])[C:12]([F:13])([F:14])[F:15])=[CH:29][CH:30]=1)[C:18]1[CH:19]=[CH:20][CH:21]=[CH:22][CH:23]=1.